Predict which catalyst facilitates the given reaction. From a dataset of Catalyst prediction with 721,799 reactions and 888 catalyst types from USPTO. Reactant: [NH2:1][C:2]1[CH:7]=[CH:6][C:5]([C@H:8]2[O:13][CH2:12][CH2:11][N:10]([C:14]([O:16][C:17]([CH3:20])([CH3:19])[CH3:18])=[O:15])[CH2:9]2)=[CH:4][C:3]=1[CH3:21].[C:22](=[O:25])([O-])[O-].[Na+].[Na+].ClC(Cl)(OC(=O)OC(Cl)(Cl)Cl)Cl.[Cl:40][C:41]1[N:46]=[CH:45][C:44]([NH2:47])=[CH:43][CH:42]=1. Product: [Cl:40][C:41]1[N:46]=[CH:45][C:44]([NH:47][C:22](=[O:25])[NH:1][C:2]2[CH:7]=[CH:6][C:5]([C@H:8]3[O:13][CH2:12][CH2:11][N:10]([C:14]([O:16][C:17]([CH3:18])([CH3:20])[CH3:19])=[O:15])[CH2:9]3)=[CH:4][C:3]=2[CH3:21])=[CH:43][CH:42]=1. The catalyst class is: 46.